From a dataset of Forward reaction prediction with 1.9M reactions from USPTO patents (1976-2016). Predict the product of the given reaction. (1) Given the reactants [CH3:1][N:2]1[CH:6]=[CH:5][N:4]=[N:3]1.C([Li])CCC.[CH3:12][C:13]1[S:14][C:15]([CH:19]=[O:20])=[C:16]([CH3:18])[N:17]=1, predict the reaction product. The product is: [CH3:1][N:2]1[CH:6]=[CH:5][N:4]=[N:3]1.[CH3:12][C:13]1[S:14][C:15]([CH:19]([C:6]2[N:2]([CH3:1])[N:3]=[N:4][CH:5]=2)[OH:20])=[C:16]([CH3:18])[N:17]=1. (2) The product is: [C:18]1([S:24][C:2]2[CH:11]=[C:10]3[C:5]([CH:6]=[C:7]([NH:12][C:13]([CH:15]4[CH2:17][CH2:16]4)=[O:14])[N:8]=[CH:9]3)=[CH:4][CH:3]=2)[CH:23]=[CH:22][CH:21]=[CH:20][CH:19]=1. Given the reactants Br[C:2]1[CH:11]=[C:10]2[C:5]([CH:6]=[C:7]([NH:12][C:13]([CH:15]3[CH2:17][CH2:16]3)=[O:14])[N:8]=[CH:9]2)=[CH:4][CH:3]=1.[C:18]1([SH:24])[CH:23]=[CH:22][CH:21]=[CH:20][CH:19]=1.CC(C)([O-])C.[Na+], predict the reaction product. (3) Given the reactants [NH2:1][C:2]1[C:3]([NH:13][CH2:14][CH2:15][CH2:16][OH:17])=[C:4]([CH:9]=[CH:10][C:11]=1[Cl:12])[C:5]([O:7][CH3:8])=[O:6].[N:18]([C:21]1[C:22]([C:29]([F:32])([F:31])[F:30])=[N:23][C:24]([O:27][CH3:28])=[CH:25][CH:26]=1)=[C:19]=[S:20], predict the reaction product. The product is: [Cl:12][C:11]1[CH:10]=[CH:9][C:4]([C:5]([O:7][CH3:8])=[O:6])=[C:3]([NH:13][CH2:14][CH2:15][CH2:16][OH:17])[C:2]=1[NH:1][C:19](=[S:20])[NH:18][C:21]1[C:22]([C:29]([F:32])([F:30])[F:31])=[N:23][C:24]([O:27][CH3:28])=[CH:25][CH:26]=1. (4) Given the reactants [CH3:1][C:2]1[CH:3]=[C:4]([CH:11]=[C:12]([CH3:14])[CH:13]=1)[O:5][CH2:6][C:7]([O:9][CH3:10])=[O:8].[Cl:15][S:16](O)(=[O:18])=[O:17], predict the reaction product. The product is: [CH3:10][O:9][C:7](=[O:8])[CH2:6][O:5][C:4]1[CH:11]=[C:12]([CH3:14])[C:13]([S:16]([Cl:15])(=[O:18])=[O:17])=[C:2]([CH3:1])[CH:3]=1. (5) Given the reactants [NH:1]1[CH:5]=[C:4]([CH2:6][OH:7])[N:3]=[CH:2]1.N1C=CN=C1.[CH3:13][C:14]([Si:17](Cl)([C:24]1[CH:29]=[CH:28][CH:27]=[CH:26][CH:25]=1)[C:18]1[CH:23]=[CH:22][CH:21]=[CH:20][CH:19]=1)([CH3:16])[CH3:15], predict the reaction product. The product is: [Si:17]([O:7][CH2:6][C:4]1[N:3]=[CH:2][NH:1][CH:5]=1)([C:14]([CH3:16])([CH3:15])[CH3:13])([C:24]1[CH:25]=[CH:26][CH:27]=[CH:28][CH:29]=1)[C:18]1[CH:23]=[CH:22][CH:21]=[CH:20][CH:19]=1. (6) Given the reactants [Cl:1][C:2]1[CH:7]=[C:6]([O:8][C:9]2[CH:14]=[CH:13][C:12]([Cl:15])=[CH:11][CH:10]=2)[CH:5]=[CH:4][C:3]=1[C:16](=[O:23])[CH2:17][N:18]1[CH:22]=[N:21][CH:20]=[N:19]1.[CH:24]([Mg]Cl)([CH3:26])[CH3:25], predict the reaction product. The product is: [Cl:1][C:2]1[CH:7]=[C:6]([O:8][C:9]2[CH:10]=[CH:11][C:12]([Cl:15])=[CH:13][CH:14]=2)[CH:5]=[CH:4][C:3]=1[C:16]([OH:23])([CH:24]([CH3:26])[CH3:25])[CH2:17][N:18]1[CH:22]=[N:21][CH:20]=[N:19]1. (7) Given the reactants [CH2:1]([O:8][C:9]1[CH:14]=[CH:13][C:12]([C:15]2[CH:19]=[C:18]([CH2:20][OH:21])[O:17][N:16]=2)=[CH:11][CH:10]=1)[C:2]1[CH:7]=[CH:6][CH:5]=[CH:4][CH:3]=1.[CH3:22][S:23](Cl)(=[O:25])=[O:24].C(N(CC)CC)C.O, predict the reaction product. The product is: [CH2:1]([O:8][C:9]1[CH:14]=[CH:13][C:12]([C:15]2[CH:19]=[C:18]([CH2:20][O:21][S:23]([CH3:22])(=[O:25])=[O:24])[O:17][N:16]=2)=[CH:11][CH:10]=1)[C:2]1[CH:7]=[CH:6][CH:5]=[CH:4][CH:3]=1.